From a dataset of Catalyst prediction with 721,799 reactions and 888 catalyst types from USPTO. Predict which catalyst facilitates the given reaction. Reactant: [C:1]([O:5][C:6](=[O:22])[CH2:7][C:8]1([C:13]2[CH:18]=[CH:17][C:16]([N+:19]([O-])=O)=[CH:15][CH:14]=2)[CH2:12][CH2:11][CH2:10][CH2:9]1)([CH3:4])([CH3:3])[CH3:2].O.[Cl-].[NH4+]. Product: [C:1]([O:5][C:6](=[O:22])[CH2:7][C:8]1([C:13]2[CH:18]=[CH:17][C:16]([NH2:19])=[CH:15][CH:14]=2)[CH2:12][CH2:11][CH2:10][CH2:9]1)([CH3:4])([CH3:2])[CH3:3]. The catalyst class is: 415.